Dataset: Catalyst prediction with 721,799 reactions and 888 catalyst types from USPTO. Task: Predict which catalyst facilitates the given reaction. (1) Reactant: Br[C:2]1[CH:6]=[CH:5][S:4][C:3]=1[CH2:7][N:8]1[C:13]2[N:14]=[C:15]([S:18][CH3:19])[N:16]=[CH:17][C:12]=2[CH:11]=[CH:10][C:9]1=[O:20].[CH:21]1(B(O)O)[CH2:23][CH2:22]1.[O-]P([O-])([O-])=O.[K+].[K+].[K+].C1(C)C=CC=CC=1. Product: [CH:21]1([C:2]2[CH:6]=[CH:5][S:4][C:3]=2[CH2:7][N:8]2[C:13]3[N:14]=[C:15]([S:18][CH3:19])[N:16]=[CH:17][C:12]=3[CH:11]=[CH:10][C:9]2=[O:20])[CH2:23][CH2:22]1. The catalyst class is: 6. (2) Reactant: [Cl:1][C:2]1[CH:7]=[CH:6][C:5]([C:8]2[CH:9]=[C:10]3[CH:25]([NH:26][C:27]([NH:29][NH2:30])=[O:28])[CH2:24][C:23]([CH3:32])([CH3:31])[O:22][C:11]3=[N:12][C:13]=2[C:14]2[CH:19]=[CH:18][C:17]([Cl:20])=[CH:16][C:15]=2[Cl:21])=[CH:4][CH:3]=1.[C:33](O)(=O)C.C(N)=N.CC(O)=O. Product: [Cl:1][C:2]1[CH:7]=[CH:6][C:5]([C:8]2[CH:9]=[C:10]3[CH:25]([N:26]4[CH:33]=[N:30][NH:29][C:27]4=[O:28])[CH2:24][C:23]([CH3:32])([CH3:31])[O:22][C:11]3=[N:12][C:13]=2[C:14]2[CH:19]=[CH:18][C:17]([Cl:20])=[CH:16][C:15]=2[Cl:21])=[CH:4][CH:3]=1. The catalyst class is: 31. (3) Reactant: [C:1]([S:8]([NH2:11])(=[O:10])=[O:9])([C:4]([F:7])([F:6])[F:5])([F:3])[F:2].C(S(N)(=O)=O)(C([C:18]([C:21](F)(F)F)(F)F)(F)F)(F)F.C(S(F)(=O)=[O:43])(C(C(C(F)(F)F)(F)F)(F)F)(F)F.C(S(F)(=O)=O)(C(F)(F)F)(F)F.Cl[CH2:58][CH2:59][O:60][CH2:61][CH2:62][OH:63].C(=O)([O-])[O-].[K+].[K+].P(=O)(O)(O)O.[CH3:75][C:76](C)=[O:77]. Product: [C:1]([S:8]([N:11]([CH2:75][CH2:76][O:77][CH2:18][CH2:21][OH:43])[CH2:58][CH2:59][O:60][CH2:61][CH2:62][OH:63])(=[O:9])=[O:10])([C:4]([F:6])([F:5])[F:7])([F:3])[F:2]. The catalyst class is: 6. (4) Reactant: [NH2:1][C:2]1[C:3]([C:8]([O:10][CH3:11])=[O:9])=[N:4][CH:5]=[CH:6][N:7]=1.[F:12][C:13]1[CH:21]=[CH:20][C:16]([C:17](Cl)=[O:18])=[CH:15][CH:14]=1. Product: [F:12][C:13]1[CH:21]=[CH:20][C:16]([C:17]([N:1]([C:2]2[C:3]([C:8]([O:10][CH3:11])=[O:9])=[N:4][CH:5]=[CH:6][N:7]=2)[C:17](=[O:18])[C:16]2[CH:20]=[CH:21][C:13]([F:12])=[CH:14][CH:15]=2)=[O:18])=[CH:15][CH:14]=1. The catalyst class is: 17. (5) Reactant: [NH2:1][C:2]1[C:31]([I:32])=[CH:30][C:5]([CH2:6][C@H:7]2[C@H:15]3[C@@H:11]([N:12]([CH2:17][C:18]4[CH:23]=[CH:22][CH:21]=[C:20]([C:24]([CH3:27])([CH3:26])[CH3:25])[CH:19]=4)[C:13](=[O:16])[O:14]3)[CH2:10][S:9](=[O:29])(=[O:28])[CH2:8]2)=[CH:4][C:3]=1[F:33].CO[CH:36](OC)[N:37]([CH3:39])[CH3:38]. Product: [C:24]([C:20]1[CH:19]=[C:18]([CH:23]=[CH:22][CH:21]=1)[CH2:17][N:12]1[C@@H:11]2[C@H:15]([C@H:7]([CH2:6][C:5]3[CH:30]=[C:31]([I:32])[C:2]([N:1]=[CH:36][N:37]([CH3:39])[CH3:38])=[C:3]([F:33])[CH:4]=3)[CH2:8][S:9](=[O:28])(=[O:29])[CH2:10]2)[O:14][C:13]1=[O:16])([CH3:27])([CH3:25])[CH3:26]. The catalyst class is: 11. (6) Reactant: [C:1]1([C:6]([O:8][CH3:9])=[O:7])[CH2:5][CH2:4][CH2:3][CH:2]=1.ClC1C=CC=C(C(OO)=[O:18])C=1. Product: [C:1]12([C:6]([O:8][CH3:9])=[O:7])[O:18][CH:5]1[CH2:4][CH2:3][CH2:2]2. The catalyst class is: 317.